This data is from Full USPTO retrosynthesis dataset with 1.9M reactions from patents (1976-2016). The task is: Predict the reactants needed to synthesize the given product. (1) Given the product [OH:37][C@H:30]1[CH2:31][C:32]([CH3:36])([CH3:35])[C:33](=[O:34])[C:28]([CH3:27])=[C:29]1[O-:38].[Na+:39], predict the reactants needed to synthesize it. The reactants are: C1(C)C=CC(S(N[C@@H](C2C=CC=CC=2)[C@H](C2C=CC=CC=2)N)(=O)=O)=CC=1.[CH3:27][C:28]1[C:33](=[O:34])[C:32]([CH3:36])([CH3:35])[CH2:31][C:30](=[O:37])[C:29]=1[O-:38].[Na+:39].[OH-].[K+]. (2) Given the product [C:1]([O:5][C:6]([N:8]1[CH2:13][CH2:12][CH2:11][CH:10]([C:14]2[S:15][CH:16]=[C:17]([C:19]([N:53]3[CH2:59][CH2:58][CH2:57][CH2:56][CH2:55][CH2:54]3)=[O:21])[CH:18]=2)[CH2:9]1)=[O:7])([CH3:2])([CH3:3])[CH3:4], predict the reactants needed to synthesize it. The reactants are: [C:1]([O:5][C:6]([N:8]1[CH2:13][CH2:12][CH2:11][CH:10]([C:14]2[S:15][CH:16]=[C:17]([C:19]([OH:21])=O)[CH:18]=2)[CH2:9]1)=[O:7])([CH3:4])([CH3:3])[CH3:2].C(N(CC)CC)C.CN(C(ON1N=NC2C=CC=NC1=2)=[N+](C)C)C.F[P-](F)(F)(F)(F)F.[NH:53]1[CH2:59][CH2:58][CH2:57][CH2:56][CH2:55][CH2:54]1. (3) Given the product [Cl:53][C:54]1[CH:59]=[CH:58][CH:57]=[CH:56][C:55]=1[NH:60][CH:61]1[CH2:66][CH2:65][N:64]([C:11](=[O:13])[CH2:10][NH:9][C:7]([C:4]2[CH:3]=[CH:2][C:1]([C:14]3[CH:19]=[CH:18][CH:17]=[CH:16][CH:15]=3)=[CH:6][CH:5]=2)=[O:8])[CH2:63][CH2:62]1, predict the reactants needed to synthesize it. The reactants are: [C:1]1([C:14]2[CH:19]=[CH:18][CH:17]=[CH:16][CH:15]=2)[CH:6]=[CH:5][C:4]([C:7]([NH:9][CH2:10][C:11]([OH:13])=O)=[O:8])=[CH:3][CH:2]=1.CCN(C(C)C)C(C)C.C1C=CC2N(O)N=NC=2C=1.CCN=C=NCCCN(C)C.Cl.Cl.Cl.[Cl:53][C:54]1[CH:59]=[CH:58][CH:57]=[CH:56][C:55]=1[NH:60][CH:61]1[CH2:66][CH2:65][NH:64][CH2:63][CH2:62]1. (4) Given the product [CH3:25][Si:24]([C:22]#[C:23][C:2]1[N:6]2[CH:7]=[C:8]([C:11]3[CH:21]=[CH:20][C:14]([C:15]([O:17][CH2:18][CH3:19])=[O:16])=[CH:13][CH:12]=3)[CH:9]=[CH:10][C:5]2=[N:4][CH:3]=1)([CH3:27])[CH3:26], predict the reactants needed to synthesize it. The reactants are: I[C:2]1[N:6]2[CH:7]=[C:8]([C:11]3[CH:21]=[CH:20][C:14]([C:15]([O:17][CH2:18][CH3:19])=[O:16])=[CH:13][CH:12]=3)[CH:9]=[CH:10][C:5]2=[N:4][CH:3]=1.[C:22]([Si:24]([CH3:27])([CH3:26])[CH3:25])#[CH:23].CCN(C(C)C)C(C)C. (5) The reactants are: Cl.[CH3:2][S:3][C:4]1[N:5]=[N:6][C:7]([CH:10]([NH2:12])[CH3:11])=[CH:8][N:9]=1.[Br:13][C:14]1[CH:15]=[C:16]([CH:20]=[CH:21][CH:22]=1)[C:17](O)=[O:18].N1(OC(N(C)C)=[N+](C)C)C2N=CC=CC=2N=N1.C(N(CC)CC)C. Given the product [Br:13][C:14]1[CH:15]=[C:16]([CH:20]=[CH:21][CH:22]=1)[C:17]([NH:12][CH:10]([C:7]1[N:6]=[N:5][C:4]([S:3][CH3:2])=[N:9][CH:8]=1)[CH3:11])=[O:18], predict the reactants needed to synthesize it. (6) Given the product [NH2:35][CH2:36][C:37]1[CH:38]=[CH:39][C:40]([NH:43][C:20](=[O:22])[C@@H:19]([NH:18][C:16]([NH:59][C:56]2[CH:55]=[CH:54][C:53]([O:52][CH2:45][C:46]3[CH:47]=[CH:48][CH:49]=[CH:50][CH:51]=3)=[CH:58][CH:57]=2)=[O:17])[C:23]2[CH:24]=[CH:25][CH:26]=[CH:27][CH:28]=2)=[CH:41][CH:42]=1, predict the reactants needed to synthesize it. The reactants are: C1C2C(CO[C:16]([NH:18][C@@H:19]([C:23]3[CH:28]=[CH:27][CH:26]=[CH:25][CH:24]=3)[C:20]([OH:22])=O)=[O:17])C3C(=CC=CC=3)C=2C=CC=1.C(OC(=O)[NH:35][CH2:36][C:37]1[CH:42]=[CH:41][C:40]([NH2:43])=[CH:39][CH:38]=1)(C)(C)C.[CH2:45]([O:52][C:53]1[CH:58]=[CH:57][C:56]([N:59]=C=O)=[CH:55][CH:54]=1)[C:46]1[CH:51]=[CH:50][CH:49]=[CH:48][CH:47]=1. (7) Given the product [NH2:1][C:4]1[N:9]=[CH:8][C:7]([N:10]2[CH2:15][CH2:14][NH:13][C:12](=[O:16])[CH2:11]2)=[CH:6][CH:5]=1, predict the reactants needed to synthesize it. The reactants are: [N+:1]([C:4]1[N:9]=[CH:8][C:7]([N:10]2[CH2:15][CH2:14][NH:13][C:12](=[O:16])[CH2:11]2)=[CH:6][CH:5]=1)([O-])=O.[H][H]. (8) Given the product [F:1][C:2]1[CH:9]=[CH:8][C:5]([CH2:6][NH:7][C:15](=[O:17])[CH3:16])=[CH:4][CH:3]=1, predict the reactants needed to synthesize it. The reactants are: [F:1][C:2]1[CH:9]=[CH:8][C:5]([CH2:6][NH2:7])=[CH:4][CH:3]=1.C([O-])(O)=O.[Na+].[C:15](Cl)(=[O:17])[CH3:16]. (9) Given the product [Cl:26][C:2]1[C:11]2[C:6](=[CH:7][CH:8]=[C:9]([O:12][C:13]3[CH:18]=[CH:17][CH:16]=[CH:15][CH:14]=3)[CH:10]=2)[N:5]=[CH:4][C:3]=1[C:19]([O:21][CH2:22][CH3:23])=[O:20], predict the reactants needed to synthesize it. The reactants are: O[C:2]1[C:11]2[C:6](=[CH:7][CH:8]=[C:9]([O:12][C:13]3[CH:18]=[CH:17][CH:16]=[CH:15][CH:14]=3)[CH:10]=2)[N:5]=[CH:4][C:3]=1[C:19]([O:21][CH2:22][CH3:23])=[O:20].O=P(Cl)(Cl)[Cl:26].